From a dataset of Catalyst prediction with 721,799 reactions and 888 catalyst types from USPTO. Predict which catalyst facilitates the given reaction. Reactant: [C:1]([C:5]1[N:6]([CH3:39])[CH:7]=[C:8]([C:10]2[CH:15]=[CH:14][C:13]([CH2:16][C@H:17]([OH:38])[CH2:18][CH2:19][O:20][Si:21]([C:34]([CH3:37])([CH3:36])[CH3:35])([C:28]3[CH:33]=[CH:32][CH:31]=[CH:30][CH:29]=3)[C:22]3[CH:27]=[CH:26][CH:25]=[CH:24][CH:23]=3)=[CH:12][CH:11]=2)[N:9]=1)([CH3:4])([CH3:3])[CH3:2].[Cl:40][C:41]1[CH:42]=[C:43]([CH:47]=[CH:48][C:49]=1[O:50][CH:51]([CH3:53])[CH3:52])[C:44](O)=[O:45]. Product: [Cl:40][C:41]1[CH:42]=[C:43]([CH:47]=[CH:48][C:49]=1[O:50][CH:51]([CH3:53])[CH3:52])[C:44]([O:38][C@@H:17]([CH2:16][C:13]1[CH:12]=[CH:11][C:10]([C:8]2[N:9]=[C:5]([C:1]([CH3:4])([CH3:2])[CH3:3])[N:6]([CH3:39])[CH:7]=2)=[CH:15][CH:14]=1)[CH2:18][CH2:19][O:20][Si:21]([C:34]([CH3:37])([CH3:36])[CH3:35])([C:28]1[CH:33]=[CH:32][CH:31]=[CH:30][CH:29]=1)[C:22]1[CH:27]=[CH:26][CH:25]=[CH:24][CH:23]=1)=[O:45]. The catalyst class is: 172.